Predict the product of the given reaction. From a dataset of Forward reaction prediction with 1.9M reactions from USPTO patents (1976-2016). (1) Given the reactants [Cl:1][C:2]1[CH:7]=[C:6]([Cl:8])[CH:5]=[CH:4][C:3]=1[C:9]1[C:10]([C:22]#[N:23])=[C:11]([N:16]2[CH2:21][CH2:20][O:19][CH2:18][CH2:17]2)[S:12][C:13]=1[CH:14]=O.C(O)CCC.[NH2:29][CH2:30][CH:31]([NH2:33])[CH3:32].II.C(=O)([O-])[O-].[K+].[K+], predict the reaction product. The product is: [Cl:1][C:2]1[CH:7]=[C:6]([Cl:8])[CH:5]=[CH:4][C:3]=1[C:9]1[C:10]([C:22]#[N:23])=[C:11]([N:16]2[CH2:21][CH2:20][O:19][CH2:18][CH2:17]2)[S:12][C:13]=1[C:14]1[NH:29][CH2:30][CH:31]([CH3:32])[N:33]=1. (2) The product is: [CH2:16]([NH:23][C:24]([C:26]1[O:27][C:28]([N:12]2[CH:13]=[CH:14][C:9]([O:8][CH2:1][C:2]3[CH:3]=[CH:4][CH:5]=[CH:6][CH:7]=3)=[CH:10][C:11]2=[O:15])=[CH:29][C:30]=1[CH3:31])=[O:25])[C:17]1[CH:18]=[CH:19][CH:20]=[CH:21][CH:22]=1. Given the reactants [CH2:1]([O:8][C:9]1[CH:14]=[CH:13][NH:12][C:11](=[O:15])[CH:10]=1)[C:2]1[CH:7]=[CH:6][CH:5]=[CH:4][CH:3]=1.[CH2:16]([NH:23][C:24]([C:26]1[O:27][C:28](Br)=[CH:29][C:30]=1[CH3:31])=[O:25])[C:17]1[CH:22]=[CH:21][CH:20]=[CH:19][CH:18]=1, predict the reaction product.